Dataset: NCI-60 drug combinations with 297,098 pairs across 59 cell lines. Task: Regression. Given two drug SMILES strings and cell line genomic features, predict the synergy score measuring deviation from expected non-interaction effect. (1) Drug 1: COC1=C(C=C2C(=C1)N=CN=C2NC3=CC(=C(C=C3)F)Cl)OCCCN4CCOCC4. Drug 2: CC(C)(C#N)C1=CC(=CC(=C1)CN2C=NC=N2)C(C)(C)C#N. Cell line: SR. Synergy scores: CSS=30.0, Synergy_ZIP=1.78, Synergy_Bliss=2.71, Synergy_Loewe=3.26, Synergy_HSA=3.44. (2) Drug 1: COC1=CC(=CC(=C1O)OC)C2C3C(COC3=O)C(C4=CC5=C(C=C24)OCO5)OC6C(C(C7C(O6)COC(O7)C8=CC=CS8)O)O. Drug 2: C1=CC(=CC=C1C#N)C(C2=CC=C(C=C2)C#N)N3C=NC=N3. Cell line: UACC62. Synergy scores: CSS=33.7, Synergy_ZIP=-4.61, Synergy_Bliss=-3.08, Synergy_Loewe=-23.5, Synergy_HSA=-2.70. (3) Drug 1: CN1CCC(CC1)COC2=C(C=C3C(=C2)N=CN=C3NC4=C(C=C(C=C4)Br)F)OC. Drug 2: C1CN(CCN1C(=O)CCBr)C(=O)CCBr. Cell line: SF-268. Synergy scores: CSS=15.4, Synergy_ZIP=-6.97, Synergy_Bliss=-4.61, Synergy_Loewe=-11.1, Synergy_HSA=-7.32. (4) Drug 1: CCC(=C(C1=CC=CC=C1)C2=CC=C(C=C2)OCCN(C)C)C3=CC=CC=C3.C(C(=O)O)C(CC(=O)O)(C(=O)O)O. Drug 2: C#CCC(CC1=CN=C2C(=N1)C(=NC(=N2)N)N)C3=CC=C(C=C3)C(=O)NC(CCC(=O)O)C(=O)O. Cell line: UO-31. Synergy scores: CSS=50.3, Synergy_ZIP=4.79, Synergy_Bliss=0.152, Synergy_Loewe=-16.9, Synergy_HSA=-0.520. (5) Drug 1: CC12CCC3C(C1CCC2=O)CC(=C)C4=CC(=O)C=CC34C. Drug 2: CC=C1C(=O)NC(C(=O)OC2CC(=O)NC(C(=O)NC(CSSCCC=C2)C(=O)N1)C(C)C)C(C)C. Cell line: CCRF-CEM. Synergy scores: CSS=91.2, Synergy_ZIP=0.0402, Synergy_Bliss=-1.58, Synergy_Loewe=-33.4, Synergy_HSA=-2.32. (6) Drug 1: CN1C(=O)N2C=NC(=C2N=N1)C(=O)N. Drug 2: C1C(C(OC1N2C=NC3=C2NC=NCC3O)CO)O. Cell line: BT-549. Synergy scores: CSS=3.42, Synergy_ZIP=1.43, Synergy_Bliss=3.24, Synergy_Loewe=5.21, Synergy_HSA=0.660. (7) Drug 1: CC1=C2C(C(=O)C3(C(CC4C(C3C(C(C2(C)C)(CC1OC(=O)C(C(C5=CC=CC=C5)NC(=O)OC(C)(C)C)O)O)OC(=O)C6=CC=CC=C6)(CO4)OC(=O)C)OC)C)OC. Drug 2: C1=CC(=CC=C1C#N)C(C2=CC=C(C=C2)C#N)N3C=NC=N3. Cell line: SF-295. Synergy scores: CSS=52.5, Synergy_ZIP=8.60, Synergy_Bliss=7.82, Synergy_Loewe=-6.89, Synergy_HSA=9.31. (8) Drug 1: CC=C1C(=O)NC(C(=O)OC2CC(=O)NC(C(=O)NC(CSSCCC=C2)C(=O)N1)C(C)C)C(C)C. Drug 2: C1=CC=C(C=C1)NC(=O)CCCCCCC(=O)NO. Cell line: SK-MEL-5. Synergy scores: CSS=69.4, Synergy_ZIP=3.02, Synergy_Bliss=2.80, Synergy_Loewe=-6.51, Synergy_HSA=3.62. (9) Drug 1: C1=CC=C(C(=C1)C(C2=CC=C(C=C2)Cl)C(Cl)Cl)Cl. Drug 2: CN(CC1=CN=C2C(=N1)C(=NC(=N2)N)N)C3=CC=C(C=C3)C(=O)NC(CCC(=O)O)C(=O)O. Cell line: SF-268. Synergy scores: CSS=10.3, Synergy_ZIP=-7.38, Synergy_Bliss=1.67, Synergy_Loewe=-33.3, Synergy_HSA=-1.01.